The task is: Predict the reaction yield, written as a fraction of the theoretical maximum amount of product (1.0 means a 100% yield; for example, 0.34 means a 34% yield).. This data is from Reaction yield outcomes from USPTO patents with 853,638 reactions. (1) The reactants are [F:1][C:2]([F:14])([CH3:13])[CH2:3][O:4][C:5]1[C:10]([C:11]#[N:12])=[CH:9][N:8]=[CH:7][N:6]=1.[OH-].[NH4+]. The catalyst is C(O)C.C(OCC)(=O)C.[Ni]. The product is [F:14][C:2]([F:1])([CH3:13])[CH2:3][O:4][C:5]1[C:10]([CH2:11][NH2:12])=[CH:9][N:8]=[CH:7][N:6]=1. The yield is 0.820. (2) The reactants are [CH:1]([N:4]1[C:12]2[CH:11]=[C:10]([C:13]3[NH:17][N:16]=[N:15][N:14]=3)[CH:9]=[C:8]([C:18]([O:20]C)=[O:19])[C:7]=2[C:6]([CH3:22])=[CH:5]1)([CH3:3])[CH3:2].[OH-].[Na+]. The catalyst is CO.O1CCCC1. The product is [CH:1]([N:4]1[C:12]2[CH:11]=[C:10]([C:13]3[NH:17][N:16]=[N:15][N:14]=3)[CH:9]=[C:8]([C:18]([OH:20])=[O:19])[C:7]=2[C:6]([CH3:22])=[CH:5]1)([CH3:3])[CH3:2]. The yield is 1.01. (3) The catalyst is CN(C)C=O.CN1CCCC1=O. The product is [CH:44]1([C:42]([NH:41][C:39]2[N:40]=[C:35]3[CH:34]=[CH:33][C:32]([O:31][C:30]4[CH:29]=[C:28]([NH:27][C:10](=[O:12])[C:9]5[CH:13]=[CH:14][CH:15]=[C:7]([N:3]6[CH2:4][CH2:5][CH2:6][C:2]6=[O:1])[CH:8]=5)[CH:49]=[CH:48][CH:47]=4)=[N:37][N:36]3[CH:38]=2)=[O:43])[CH2:45][CH2:46]1. The yield is 0.700. The reactants are [O:1]=[C:2]1[CH2:6][CH2:5][CH2:4][N:3]1[C:7]1[CH:8]=[C:9]([CH:13]=[CH:14][CH:15]=1)[C:10]([OH:12])=O.C(Cl)(=O)C(Cl)=O.O1CCCC1.[NH2:27][C:28]1[CH:29]=[C:30]([CH:47]=[CH:48][CH:49]=1)[O:31][C:32]1[CH:33]=[CH:34][C:35]2[N:36]([CH:38]=[C:39]([NH:41][C:42]([CH:44]3[CH2:46][CH2:45]3)=[O:43])[N:40]=2)[N:37]=1. (4) The reactants are [F:1][C:2]1[CH:40]=[N:39][C:5]2[N:6]([C:26]3[CH:27]=[C:28]([C:32]4[CH:37]=[CH:36][C:35]([CH3:38])=[CH:34][CH:33]=4)[CH:29]=[CH:30][CH:31]=3)[C:7](=[O:25])[N:8]([C@@H:11]3[CH2:16][CH2:15][C@H:14]([NH:17]C(=O)OC(C)(C)C)[CH2:13][CH2:12]3)[C:9](=[O:10])[C:4]=2[CH:3]=1.O1CCOCC1. The catalyst is Cl. The product is [NH2:17][C@@H:14]1[CH2:15][CH2:16][C@H:11]([N:8]2[C:9](=[O:10])[C:4]3[CH:3]=[C:2]([F:1])[CH:40]=[N:39][C:5]=3[N:6]([C:26]3[CH:27]=[C:28]([C:32]4[CH:33]=[CH:34][C:35]([CH3:38])=[CH:36][CH:37]=4)[CH:29]=[CH:30][CH:31]=3)[C:7]2=[O:25])[CH2:12][CH2:13]1. The yield is 0.810. (5) The reactants are [C:1]([O:5][C:6]([N:8]1[CH:17]([CH2:18][CH2:19][C:20](O)=[O:21])[CH2:16][C:15]2[C:10](=[CH:11][CH:12]=[CH:13][CH:14]=2)[CH2:9]1)=[O:7])([CH3:4])([CH3:3])[CH3:2].C1N=CN(C(N2C=NC=C2)=O)C=1.Cl.[CH3:36][NH:37][O:38][CH3:39]. The catalyst is ClCCl. The product is [CH3:39][O:38][N:37]([CH3:36])[C:20](=[O:21])[CH2:19][CH2:18][CH:17]1[CH2:16][C:15]2[C:10](=[CH:11][CH:12]=[CH:13][CH:14]=2)[CH2:9][N:8]1[C:6]([O:5][C:1]([CH3:4])([CH3:2])[CH3:3])=[O:7]. The yield is 0.980. (6) The reactants are [OH:1][C:2]([C:33]1[S:34][CH:35]=[CH:36][CH:37]=1)([C:28]1[S:29][CH:30]=[CH:31][CH:32]=1)[C:3]([O:5][C@H:6]1[CH2:11][CH2:10][C@H:9]([N:12]([CH2:14][CH2:15][CH2:16][N:17]2[C:25]3[C:20](=[CH:21][C:22]([CH:26]=O)=[CH:23][CH:24]=3)[CH:19]=[CH:18]2)[CH3:13])[CH2:8][CH2:7]1)=[O:4].C(O)(=O)C.[NH2:42][CH2:43][C@@H:44]([C:53]1[CH:62]=[CH:61][C:60]([OH:63])=[C:59]2[C:54]=1[CH:55]=[CH:56][C:57](=[O:64])[NH:58]2)[O:45][Si:46]([C:49]([CH3:52])([CH3:51])[CH3:50])([CH3:48])[CH3:47].C(O[BH-](OC(=O)C)OC(=O)C)(=O)C.[Na+].C(=O)([O-])O.[Na+]. The catalyst is CO.C1COCC1. The product is [OH:1][C:2]([C:33]1[S:34][CH:35]=[CH:36][CH:37]=1)([C:28]1[S:29][CH:30]=[CH:31][CH:32]=1)[C:3]([O:5][C@H:6]1[CH2:11][CH2:10][C@H:9]([N:12]([CH2:14][CH2:15][CH2:16][N:17]2[C:25]3[C:20](=[CH:21][C:22]([CH2:26][NH:42][CH2:43][C@H:44]([O:45][Si:46]([C:49]([CH3:52])([CH3:51])[CH3:50])([CH3:47])[CH3:48])[C:53]4[CH:62]=[CH:61][C:60]([OH:63])=[C:59]5[C:54]=4[CH:55]=[CH:56][C:57](=[O:64])[NH:58]5)=[CH:23][CH:24]=3)[CH:19]=[CH:18]2)[CH3:13])[CH2:8][CH2:7]1)=[O:4]. The yield is 0.940. (7) The catalyst is C1COCC1.CCOCC. The reactants are [CH:1]1[C:11]2[CH:10]([OH:12])[C:9]3[CH:13]=[CH:14][CH:15]=[CH:16][C:8]=3[CH2:7][O:6][C:5]=2[CH:4]=[CH:3][CH:2]=1.[H-].[Na+].[C:19]([O:23]C(=O)CBr)(C)(C)[CH3:20].[H-].[Al+3].[Li+].[H-].[H-].[H-]. The yield is 0.210. The product is [CH:1]1[C:11]2[CH:10]([O:12][CH2:20][CH2:19][OH:23])[C:9]3[CH:13]=[CH:14][CH:15]=[CH:16][C:8]=3[CH2:7][O:6][C:5]=2[CH:4]=[CH:3][CH:2]=1. (8) The reactants are [N:1]([C@H:4]([C:16]1[CH:17]=[N:18][CH:19]=[C:20]([Br:22])[CH:21]=1)[C@:5]([C:8]1[CH:13]=[C:12]([F:14])[CH:11]=[CH:10][C:9]=1[F:15])([OH:7])[CH3:6])=[N+]=[N-].CP(C)C. The catalyst is O1CCCC1.CCOCC. The product is [NH2:1][C@H:4]([C:16]1[CH:17]=[N:18][CH:19]=[C:20]([Br:22])[CH:21]=1)[C@:5]([C:8]1[CH:13]=[C:12]([F:14])[CH:11]=[CH:10][C:9]=1[F:15])([OH:7])[CH3:6]. The yield is 0.930.